Task: Regression/Classification. Given a drug SMILES string, predict its absorption, distribution, metabolism, or excretion properties. Task type varies by dataset: regression for continuous measurements (e.g., permeability, clearance, half-life) or binary classification for categorical outcomes (e.g., BBB penetration, CYP inhibition). Dataset: cyp3a4_veith.. Dataset: CYP3A4 inhibition data for predicting drug metabolism from PubChem BioAssay (1) The drug is c1cncc(CNc2ccnc(-c3ccc4c(c3)OCO4)n2)c1. The result is 1 (inhibitor). (2) The drug is COc1ccc(C(=S)Nc2ccccc2)cc1. The result is 1 (inhibitor). (3) The molecule is Cc1nc2c(C)cccn2c1/C(O)=C1\C(=O)C(=O)N(CCN2CCOCC2)C1c1ccncc1. The result is 0 (non-inhibitor).